This data is from Reaction yield outcomes from USPTO patents with 853,638 reactions. The task is: Predict the reaction yield, written as a fraction of the theoretical maximum amount of product (1.0 means a 100% yield; for example, 0.34 means a 34% yield). The catalyst is Cl.C1COCC1. The reactants are CC1(C)[O:37][C@H:5]2[O:6][CH:7]([CH2:15][O:16][C:17]([N:19]3[C:27]4[C:22](=[CH:23][CH:24]=[CH:25][CH:26]=4)/[C:21](=[CH:28]/[C:29]4[NH:30][C:31]([CH3:35])=[CH:32][C:33]=4[CH3:34])/[C:20]3=[O:36])=[O:18])[C@@H:8]3[O:12]C(C)(C)[O:10][C@@H:9]3[C@H:4]2[O:3]1. The yield is 0.600. The product is [OH:12][C@@H:8]1[C@H:9]([OH:10])[C@@H:4]([OH:3])[CH:5]([OH:37])[O:6][CH:7]1[CH2:15][O:16][C:17]([N:19]1[C:27]2[C:22](=[CH:23][CH:24]=[CH:25][CH:26]=2)/[C:21](=[CH:28]/[C:29]2[NH:30][C:31]([CH3:35])=[CH:32][C:33]=2[CH3:34])/[C:20]1=[O:36])=[O:18].